Dataset: Catalyst prediction with 721,799 reactions and 888 catalyst types from USPTO. Task: Predict which catalyst facilitates the given reaction. (1) Reactant: C([O:4][C:5]1[N:6]=[C:7]([CH2:35][NH:36][C:37](=[O:39])[CH3:38])[C:8]2[C:13]([C:14]=1[CH2:15][C:16]1[C:17]([NH:28][CH2:29][CH3:30])=[N:18][C:19]3[C:24]([CH:25]=1)=[CH:23][C:22]([O:26][CH3:27])=[CH:21][CH:20]=3)=[CH:12][C:11]([O:31][CH3:32])=[C:10]([O:33][CH3:34])[CH:9]=2)(=O)C.N. Product: [CH2:29]([NH:28][C:17]1[C:16]([CH2:15][C:14]2[C:13]3[C:8](=[CH:9][C:10]([O:33][CH3:34])=[C:11]([O:31][CH3:32])[CH:12]=3)[C:7]([CH2:35][NH:36][C:37](=[O:39])[CH3:38])=[N:6][C:5]=2[OH:4])=[CH:25][C:24]2[C:19](=[CH:20][CH:21]=[C:22]([O:26][CH3:27])[CH:23]=2)[N:18]=1)[CH3:30]. The catalyst class is: 61. (2) Reactant: C([O:3][P:4]([CH:9]([NH:17][S:18]([C:21]1[S:22][CH:23]=[CH:24][CH:25]=1)(=[O:20])=[O:19])[CH2:10][C:11]1[CH:16]=[CH:15][CH:14]=[CH:13][CH:12]=1)(=[O:8])[O:5]CC)C.Br[Si](C)(C)C. Product: [C:11]1([CH2:10][CH:9]([P:4](=[O:3])([OH:5])[OH:8])[NH:17][S:18]([C:21]2[S:22][CH:23]=[CH:24][CH:25]=2)(=[O:19])=[O:20])[CH:16]=[CH:15][CH:14]=[CH:13][CH:12]=1. The catalyst class is: 4.